From a dataset of Full USPTO retrosynthesis dataset with 1.9M reactions from patents (1976-2016). Predict the reactants needed to synthesize the given product. Given the product [Cl:1][C:2]1[N:7]=[C:6]([N:10]([CH:11]([OH:15])[CH3:12])[CH3:9])[CH:5]=[CH:4][N:3]=1.[Cl:8][C:6]1[CH:5]=[CH:4][N:3]=[C:2]([N:10]([CH:11]([OH:15])[CH3:12])[CH3:9])[N:7]=1, predict the reactants needed to synthesize it. The reactants are: [Cl:1][C:2]1[N:7]=[C:6]([Cl:8])[CH:5]=[CH:4][N:3]=1.[CH3:9][NH:10][CH2:11][CH2:12]O.C([O-])(O)=[O:15].[Na+].